Predict the reaction yield, written as a fraction of the theoretical maximum amount of product (1.0 means a 100% yield; for example, 0.34 means a 34% yield). From a dataset of Reaction yield outcomes from USPTO patents with 853,638 reactions. (1) The reactants are [NH:1]1[C:5]([NH:6][C:7](=[O:14])OCC(Cl)(Cl)Cl)=[N:4][N:3]=[N:2]1.[C:15]1([C:21]2[N:25]=[C:24]([N:26]3[CH2:31][CH2:30][NH:29][CH2:28][CH2:27]3)[S:23][N:22]=2)[CH:20]=[CH:19][CH:18]=[CH:17][CH:16]=1.C(N(C(C)C)CC)(C)C.O. The catalyst is CS(C)=O. The product is [C:15]1([C:21]2[N:25]=[C:24]([N:26]3[CH2:31][CH2:30][N:29]([C:7]([NH:6][C:5]4[NH:1][N:2]=[N:3][N:4]=4)=[O:14])[CH2:28][CH2:27]3)[S:23][N:22]=2)[CH:16]=[CH:17][CH:18]=[CH:19][CH:20]=1. The yield is 0.279. (2) The reactants are [CH3:13][C:12]([O:11][C:9](O[C:9]([O:11][C:12]([CH3:15])([CH3:14])[CH3:13])=[O:10])=[O:10])([CH3:15])[CH3:14].[NH2:16][C@@H:17]([CH2:21][CH2:22][C@H:23]([S:39][S:40][CH3:41])[CH2:24][NH:25][C:26]([O:28][CH2:29][C:30]1[CH:35]=[CH:34][CH:33]=[CH:32][C:31]=1[N:36]=[N+:37]=[N-:38])=[O:27])[C:18]([OH:20])=[O:19].C(=O)(O)[O-].[Na+].S(=O)(=O)(O)[O-].[K+]. The catalyst is O1CCOCC1.C(OCC)(=O)C.O. The product is [N:36]([C:31]1[CH:32]=[CH:33][CH:34]=[CH:35][C:30]=1[CH2:29][O:28][C:26]([NH:25][CH2:24][C@@H:23]([S:39][S:40][CH3:41])[CH2:22][CH2:21][C@H:17]([NH:16][C:9]([O:11][C:12]([CH3:13])([CH3:14])[CH3:15])=[O:10])[C:18]([OH:20])=[O:19])=[O:27])=[N+:37]=[N-:38]. The yield is 0.930. (3) The reactants are Br[C:2]1[CH:7]=[CH:6][C:5]([O:8][CH3:9])=[C:4]([N+:10]([O-:12])=[O:11])[CH:3]=1.Cl.[CH3:14][NH:15][CH:16]1[CH2:21][CH2:20][O:19][CH2:18][CH2:17]1.C1(P(C2CCCCC2)C2C=CC=CC=2C2C=CC=CC=2)CCCCC1.C(=O)([O-])[O-].[Cs+].[Cs+]. The catalyst is O1CCOCC1.C([O-])(=O)C.[Pd+2].C([O-])(=O)C. The product is [CH3:9][O:8][C:5]1[CH:6]=[CH:7][C:2]([N:15]([CH3:14])[CH:16]2[CH2:21][CH2:20][O:19][CH2:18][CH2:17]2)=[CH:3][C:4]=1[N+:10]([O-:12])=[O:11]. The yield is 0.185. (4) The reactants are Cl.[O:2]([NH2:4])[CH3:3].CCN(C(C)C)C(C)C.C1N=CN([C:19](N2C=NC=C2)=[O:20])C=1.[C:26]([O:30][C:31]([N:33]1[CH2:38][CH2:37][CH:36]([NH:39][CH2:40][C:41]2[CH:45]=[CH:44][S:43][CH:42]=2)[CH2:35][CH2:34]1)=[O:32])([CH3:29])([CH3:28])[CH3:27].C([O-])(O)=O.[Na+]. The catalyst is CC#N. The product is [C:26]([O:30][C:31]([N:33]1[CH2:38][CH2:37][CH:36]([N:39]([CH2:40][C:41]2[CH:45]=[CH:44][S:43][CH:42]=2)[C:19]([NH:4][O:2][CH3:3])=[O:20])[CH2:35][CH2:34]1)=[O:32])([CH3:29])([CH3:27])[CH3:28]. The yield is 0.860. (5) The reactants are [NH2:1][C@H:2]1[CH2:6][C:5]2([CH2:11][CH2:10][N:9]([C:12]3[C:21]4[C:16](=[CH:17][CH:18]=[C:19]([O:22][CH3:23])[N:20]=4)[N:15]=[CH:14][C:13]=3[F:24])[CH2:8][CH2:7]2)[CH2:4][C@H:3]1[OH:25].[O-]S([O-])(=O)=O.[Na+].[Na+].[O:33]=[C:34]1[CH2:39][S:38][C:37]2[CH:40]=[CH:41][C:42]([CH:44]=O)=[N:43][C:36]=2[NH:35]1.[BH-](OC(C)=O)(OC(C)=O)OC(C)=O.[Na+]. The catalyst is C(Cl)Cl.CCO. The product is [F:24][C:13]1[CH:14]=[N:15][C:16]2[C:21]([C:12]=1[N:9]1[CH2:10][CH2:11][C:5]3([CH2:6][C@H:2]([NH:1][CH2:44][C:42]4[CH:41]=[CH:40][C:37]5[S:38][CH2:39][C:34](=[O:33])[NH:35][C:36]=5[N:43]=4)[C@H:3]([OH:25])[CH2:4]3)[CH2:7][CH2:8]1)=[N:20][C:19]([O:22][CH3:23])=[CH:18][CH:17]=2. The yield is 0.840. (6) The reactants are [F:1][C:2]1[CH:7]=[CH:6][CH:5]=[C:4]([F:8])[C:3]=1[N:9]1[C:14]2[N:15]=[C:16](S(C)(=O)=O)[N:17]=[C:18]([C:19]3[CH:24]=[CH:23][C:22]([F:25])=[CH:21][C:20]=3[CH3:26])[C:13]=2[CH:12]=[CH:11][C:10]1=[O:31].[CH2:32]([NH2:35])[CH2:33][NH2:34]. The catalyst is C1COCC1.C(OC(C)=O)C.O. The product is [F:1][C:2]1[CH:7]=[CH:6][CH:5]=[C:4]([F:8])[C:3]=1[N:9]1[C:14]2[N:15]=[C:16]([NH:34][CH2:33][CH2:32][NH2:35])[N:17]=[C:18]([C:19]3[CH:24]=[CH:23][C:22]([F:25])=[CH:21][C:20]=3[CH3:26])[C:13]=2[CH:12]=[CH:11][C:10]1=[O:31]. The yield is 0.890. (7) The reactants are [F:1][C:2]([F:32])([F:31])[CH:3]([O:8][C:9]([N:11]1[CH2:16][CH2:15][N:14]([CH2:17][C:18]2[CH:23]=[CH:22][C:21]([C:24]3[CH:29]=[CH:28][CH:27]=[CH:26][CH:25]=3)=[CH:20][C:19]=2[OH:30])[CH2:13][CH2:12]1)=[O:10])[C:4]([F:7])([F:6])[F:5].C(=O)([O-])[O-].[Cs+].[Cs+].[CH2:39](Br)[C:40]#[CH:41]. The catalyst is CS(C)=O.CCOC(C)=O. The product is [F:32][C:2]([F:1])([F:31])[CH:3]([O:8][C:9]([N:11]1[CH2:16][CH2:15][N:14]([CH2:17][C:18]2[CH:23]=[CH:22][C:21]([C:24]3[CH:29]=[CH:28][CH:27]=[CH:26][CH:25]=3)=[CH:20][C:19]=2[O:30][CH2:41][C:40]#[CH:39])[CH2:13][CH2:12]1)=[O:10])[C:4]([F:7])([F:6])[F:5]. The yield is 0.900.